Predict the product of the given reaction. From a dataset of Forward reaction prediction with 1.9M reactions from USPTO patents (1976-2016). (1) Given the reactants [CH3:1][O:2][C:3]1[CH:8]=[CH:7][C:6]([N+:9]([O-:11])=[O:10])=[CH:5][C:4]=1[NH2:12].Cl.Cl[CH2:15][CH2:16][NH:17][CH2:18][CH2:19]Cl.C(=O)([O-])[O-].[K+].[K+], predict the reaction product. The product is: [CH3:1][O:2][C:3]1[CH:8]=[CH:7][C:6]([N+:9]([O-:11])=[O:10])=[CH:5][C:4]=1[N:12]1[CH2:19][CH2:18][NH:17][CH2:16][CH2:15]1. (2) Given the reactants C([O:4][C@@H:5]([C@@H:9]([O:26]C(=O)C)[C:10]([NH:12][CH2:13][CH2:14][NH:15][C:16]([O:18][CH2:19][C:20]1[CH:25]=[CH:24][CH:23]=[CH:22][CH:21]=1)=[O:17])=[O:11])[C:6]([OH:8])=[O:7])(=O)C.[OH-].[K+].Cl, predict the reaction product. The product is: [CH2:19]([O:18][C:16]([NH:15][CH2:14][CH2:13][NH:12][C:10](=[O:11])[C@H:9]([OH:26])[C@H:5]([OH:4])[C:6]([OH:8])=[O:7])=[O:17])[C:20]1[CH:25]=[CH:24][CH:23]=[CH:22][CH:21]=1. (3) Given the reactants [Br:1][CH2:2][CH2:3][CH2:4][CH2:5][CH2:6][CH2:7][C:8]([OH:10])=[O:9].[CH:11]1[CH:16]=[CH:15][C:14]([P:17]([C:24]2[CH:29]=[CH:28][CH:27]=[CH:26][CH:25]=2)[C:18]2[CH:23]=[CH:22][CH:21]=[CH:20][CH:19]=2)=[CH:13][CH:12]=1.[C:30]1(C)C=CC=CC=1, predict the reaction product. The product is: [Br-:1].[C:8]([CH2:7][CH2:6][CH2:5][CH2:4][CH2:3][CH2:2][CH2:30][P+:17]([C:14]1[CH:13]=[CH:12][CH:11]=[CH:16][CH:15]=1)([C:24]1[CH:29]=[CH:28][CH:27]=[CH:26][CH:25]=1)[C:18]1[CH:23]=[CH:22][CH:21]=[CH:20][CH:19]=1)([OH:10])=[O:9]. (4) The product is: [CH2:2]([C:4]1[C:13]2[C:8](=[CH:9][CH:10]=[CH:11][CH:12]=2)[CH:7]=[CH:6][C:5]=1[O:14][CH2:15][CH2:16][NH:17][CH2:29][C:25]1[O:24][CH:28]=[CH:27][CH:26]=1)[CH3:3]. Given the reactants [Cl-].[CH2:2]([C:4]1[C:13]2[C:8](=[CH:9][CH:10]=[CH:11][CH:12]=2)[CH:7]=[CH:6][C:5]=1[O:14][CH2:15][CH2:16][NH3+:17])[CH3:3].C([O-])([O-])=O.[K+].[K+].[O:24]1[CH:28]=[CH:27][CH:26]=[C:25]1[CH:29]=O.[BH4-].[Na+], predict the reaction product. (5) Given the reactants [Cl:1][C:2]1[CH:3]=[CH:4][C:5]([CH3:11])=[C:6]([CH2:8][C:9]#[N:10])[CH:7]=1.CO, predict the reaction product. The product is: [ClH:1].[Cl:1][C:2]1[CH:3]=[CH:4][C:5]([CH3:11])=[C:6]([CH2:8][CH2:9][NH2:10])[CH:7]=1. (6) Given the reactants Br[CH:2]([C:9]1[CH:14]=[CH:13][CH:12]=[CH:11][CH:10]=1)[C:3]1[CH:8]=[CH:7][CH:6]=[CH:5][CH:4]=1.[CH:15]([NH:28][C:29](=[O:37])[N:30]([CH3:36])[CH:31]1[CH2:35][CH2:34][NH:33][CH2:32]1)([C:22]1[CH:27]=[CH:26][CH:25]=[CH:24][CH:23]=1)[C:16]1[CH:21]=[CH:20][CH:19]=[CH:18][CH:17]=1.C([O-])([O-])=O.[K+].[K+], predict the reaction product. The product is: [CH:15]([NH:28][C:29](=[O:37])[N:30]([C@@H:31]1[CH2:35][CH2:34][N:33]([CH:2]([C:3]2[CH:8]=[CH:7][CH:6]=[CH:5][CH:4]=2)[C:9]2[CH:14]=[CH:13][CH:12]=[CH:11][CH:10]=2)[CH2:32]1)[CH3:36])([C:16]1[CH:17]=[CH:18][CH:19]=[CH:20][CH:21]=1)[C:22]1[CH:27]=[CH:26][CH:25]=[CH:24][CH:23]=1. (7) Given the reactants C(O[C:6](=O)[N:7]([CH2:9][C:10]1[CH:15]=[C:14]([C:16]([N:18]2[CH2:23][CH2:22][N:21]([CH:24]([CH3:26])[CH3:25])[CH2:20][CH2:19]2)=[O:17])[CH:13]=[CH:12][C:11]=1[O:27][C:28]1[CH:33]=[CH:32][C:31]([Cl:34])=[C:30]([Cl:35])[CH:29]=1)C)(C)(C)C.C(O)(C(F)(F)F)=O, predict the reaction product. The product is: [Cl:35][C:30]1[CH:29]=[C:28]([CH:33]=[CH:32][C:31]=1[Cl:34])[O:27][C:11]1[CH:12]=[CH:13][C:14]([C:16]([N:18]2[CH2:19][CH2:20][N:21]([CH:24]([CH3:25])[CH3:26])[CH2:22][CH2:23]2)=[O:17])=[CH:15][C:10]=1[CH2:9][NH:7][CH3:6]. (8) The product is: [F:44][C:2]([F:1])([F:43])[O:3][C:4]1[CH:42]=[CH:41][C:7]([CH2:8][NH:9][C:10]([C@H:12]2[CH2:17][N:16]([C:18]3[S:19][C:20]4[CH:25]=[N:24][N:23]([CH3:47])[C:22](=[O:26])[C:21]=4[N:27]=3)[CH2:15][CH2:14][N:13]2[S:28]([C:31]2[CH:36]=[CH:35][C:34]([C:37]([F:38])([F:39])[F:40])=[CH:33][CH:32]=2)(=[O:30])=[O:29])=[O:11])=[CH:6][CH:5]=1. Given the reactants [F:1][C:2]([F:44])([F:43])[O:3][C:4]1[CH:42]=[CH:41][C:7]([CH2:8][NH:9][C:10]([C@H:12]2[CH2:17][N:16]([C:18]3[S:19][C:20]4[CH:25]=[N:24][NH:23][C:22](=[O:26])[C:21]=4[N:27]=3)[CH2:15][CH2:14][N:13]2[S:28]([C:31]2[CH:36]=[CH:35][C:34]([C:37]([F:40])([F:39])[F:38])=[CH:33][CH:32]=2)(=[O:30])=[O:29])=[O:11])=[CH:6][CH:5]=1.CO.[C:47]1(P(C2C=CC=CC=2)C2C=CC=CC=2)C=CC=CC=1.N(C(OC(C)C)=O)=NC(OC(C)C)=O, predict the reaction product. (9) Given the reactants S(Cl)([Cl:3])=O.Cl.[NH2:6][C@@H:7]([CH2:11][C:12]1[CH:17]=[CH:16][C:15]([OH:18])=[C:14]([Cl:19])[CH:13]=1)[C:8]([OH:10])=[O:9].[CH3:20]O, predict the reaction product. The product is: [ClH:3].[CH3:20][O:9][C:8](=[O:10])[C@@H:7]([NH2:6])[CH2:11][C:12]1[CH:17]=[CH:16][C:15]([OH:18])=[C:14]([Cl:19])[CH:13]=1.